This data is from Forward reaction prediction with 1.9M reactions from USPTO patents (1976-2016). The task is: Predict the product of the given reaction. (1) Given the reactants FC(F)(F)C(O)=O.[Cl:8][C:9]1[CH:14]=[C:13]2[NH:15][C:16](=[O:38])[C:17]3([CH:21]([C:22]4[CH:27]=[CH:26][CH:25]=[C:24]([Cl:28])[C:23]=4[F:29])[CH:20]([C:30](O)=[O:31])[NH:19][CH:18]3[CH2:33][C:34]([CH3:37])([CH3:36])[CH3:35])[C:12]2=[CH:11][CH:10]=1.C(N(C(C)C)CC)(C)C.C1(P(Cl)(C2C=CC=CC=2)=O)C=CC=CC=1.[CH3:63][O:64][C:65](=[O:78])[C:66]1[CH:71]=[CH:70][C:69]([NH2:72])=[C:68]([O:73][CH2:74][CH2:75][CH2:76][CH3:77])[CH:67]=1, predict the reaction product. The product is: [CH3:63][O:64][C:65](=[O:78])[C:66]1[CH:71]=[CH:70][C:69]([NH:72][C:30]([C@@H:20]2[NH:19][C@@H:18]([CH2:33][C:34]([CH3:37])([CH3:35])[CH3:36])[C@:17]3([C:12]4[C:13](=[CH:14][C:9]([Cl:8])=[CH:10][CH:11]=4)[NH:15][C:16]3=[O:38])[C@H:21]2[C:22]2[CH:27]=[CH:26][CH:25]=[C:24]([Cl:28])[C:23]=2[F:29])=[O:31])=[C:68]([O:73][CH2:74][CH2:75][CH2:76][CH3:77])[CH:67]=1. (2) Given the reactants [OH:1][C:2]1[CH:33]=[CH:32][C:5]([CH2:6][CH:7]2[C:16]3[C:11](=[CH:12][C:13]([O:19][CH3:20])=[C:14]([O:17][CH3:18])[CH:15]=3)[CH2:10][CH2:9][N:8]2[CH2:21][C:22]([NH:24][CH2:25][C:26]2[CH:31]=[CH:30][CH:29]=[CH:28][CH:27]=2)=[O:23])=[CH:4][C:3]=1[O:34][CH3:35].[CH3:36][N:37]([CH3:41])[C:38](Cl)=[O:39], predict the reaction product. The product is: [CH3:35][O:34][C:3]1[CH:4]=[C:5]([CH:32]=[CH:33][C:2]=1[O:1][C:38](=[O:39])[N:37]([CH3:41])[CH3:36])[CH2:6][CH:7]1[C:16]2[C:11](=[CH:12][C:13]([O:19][CH3:20])=[C:14]([O:17][CH3:18])[CH:15]=2)[CH2:10][CH2:9][N:8]1[CH2:21][C:22]([NH:24][CH2:25][C:26]1[CH:31]=[CH:30][CH:29]=[CH:28][CH:27]=1)=[O:23]. (3) Given the reactants [F:1][C:2]1[C:7]([F:8])=[CH:6][CH:5]=[CH:4][C:3]=1[C:9]1[N:41]=[C:12]2[CH:13]=[N:14][N:15]([CH:17]([C:22]3[O:26][N:25]=[C:24]([C:27]4[CH:32]=[CH:31][C:30]([O:33][CH2:34][CH2:35][CH3:36])=[CH:29][C:28]=4[C:37]([F:40])([F:39])[F:38])[CH:23]=3)[C:18]([O:20][CH3:21])=[O:19])[CH:16]=[C:11]2[N:10]=1.C([O-])([O-])=O.[K+].[K+].[CH3:48][C:49](O)=[O:50], predict the reaction product. The product is: [F:1][C:2]1[C:7]([F:8])=[CH:6][CH:5]=[CH:4][C:3]=1[C:9]1[N:41]=[C:12]2[CH:13]=[N:14][N:15]([CH:17]([C:22]3[O:26][N:25]=[C:24]([C:27]4[CH:32]=[CH:31][C:30]([O:33][CH2:34][CH2:35][CH3:36])=[CH:29][C:28]=4[C:37]([F:38])([F:40])[F:39])[CH:23]=3)[C:18]([O:20][CH2:21][CH2:48][CH2:49][OH:50])=[O:19])[CH:16]=[C:11]2[N:10]=1. (4) Given the reactants Br[C:2]1[CH:7]=[CH:6][CH:5]=[CH:4][C:3]=1[CH:8]1[CH2:10][CH:9]1[CH:11]1[CH2:13][CH2:12]1.[CH2:14]([NH2:21])[C:15]1[CH:20]=[CH:19][CH:18]=[CH:17][CH:16]=1.C([O-])(C)(C)C.[Na+].C(OCC)(=O)C, predict the reaction product. The product is: [CH2:14]([NH:21][C:2]1[CH:7]=[CH:6][CH:5]=[CH:4][C:3]=1[CH:8]1[CH2:10][CH:9]1[CH:11]1[CH2:13][CH2:12]1)[C:15]1[CH:20]=[CH:19][CH:18]=[CH:17][CH:16]=1. (5) Given the reactants [O:1]=[C:2]1[C:10](=[O:11])[C:9]2[C:4](=[CH:5][CH:6]=[C:7]([S:12][CH2:13][CH2:14][C:15]3[CH:25]=[CH:24][C:18]([C:19]([O:21]CC)=[O:20])=[CH:17][CH:16]=3)[CH:8]=2)[N:3]1[CH3:26].C(=O)([O-])[O-].[K+].[K+].Cl, predict the reaction product. The product is: [O:1]=[C:2]1[C:10](=[O:11])[C:9]2[C:4](=[CH:5][CH:6]=[C:7]([S:12][CH2:13][CH2:14][C:15]3[CH:25]=[CH:24][C:18]([C:19]([OH:21])=[O:20])=[CH:17][CH:16]=3)[CH:8]=2)[N:3]1[CH3:26].